Regression. Given a target protein amino acid sequence and a drug SMILES string, predict the binding affinity score between them. We predict pIC50 (pIC50 = -log10(IC50 in M); higher means more potent). Dataset: bindingdb_ic50. From a dataset of Drug-target binding data from BindingDB using IC50 measurements. The small molecule is CC(=O)N[C@@H]1[C@@H](O)C[C@](SCCCCCSCCCOCCC[Si](CCCOCCCSCCCCCS[C@]2(C(=O)O)C[C@H](O)[C@@H](NC(C)=O)[C@H]([C@H](O)[C@H](O)CO)O2)(CCCOCCCSCCCCCS[C@]2(C(=O)O)C[C@H](O)[C@@H](NC(C)=O)[C@H]([C@H](O)[C@H](O)CO)O2)CCC[Si](C)(C)CCC[Si](CCCOCCCSCCCCCS[C@]2(C(=O)O)C[C@H](O)[C@@H](NC(C)=O)[C@H]([C@H](O)[C@H](O)CO)O2)(CCCOCCCSCCCCCS[C@]2(C(=O)O)C[C@H](O)[C@@H](NC(C)=O)[C@H]([C@H](O)[C@H](O)CO)O2)CCCOCCCSCCCCCS[C@]2(C(=O)O)C[C@H](O)[C@@H](NC(C)=O)[C@H]([C@H](O)[C@H](O)CO)O2)(C(=O)O)O[C@H]1[C@H](O)[C@H](O)CO. The target protein (P03471) has sequence MNPNQKIITIGSVSLTIATVCFLMQIAILVTTVTLHFKQYECDSPANNQVMPCEPIIIERNITEIVYLTNTTIEKEICPKLVEYRNWSKPQCKITGFAPFSKDNSIRLSAGGDIWVTREPYVSCDPGKCYQFALGQGTTLDNKHSNDTIHDRIPHRTLLMNELGVPFHLGTRQVCIAWSSSSCHDGKAWLHVCVTGDDKNATASFIYDGRLVDSIGSWSQNILRTQESECVCINGTCTVVMTDGSASGRADTRILFIEEGKIVHISPLSGSAQHVEECSCYPRYPGVRCICRDNWKGSNRPVVDINVKDYSIDSRYVCSGLVGDTPRNNDRSSNSNCRNPNNDKGNHGVKGWAFDDGNDVWMGRTISKDSRSGYETFKVIGGWSTPNSKSQINRQVIVDSDNRSGYSGIFSVEGKSCINRCFYVELIRGREQETRVWWTSNSIVVFCGTSGTYGTGSWPDGADINLMPI. The pIC50 is 2.9.